This data is from Forward reaction prediction with 1.9M reactions from USPTO patents (1976-2016). The task is: Predict the product of the given reaction. (1) Given the reactants [N:1]1([C:7]([O:9][C:10]([CH3:13])([CH3:12])[CH3:11])=[O:8])[CH2:6][CH2:5][NH:4][CH2:3][CH2:2]1.[CH:14](=O)[C:15]1[CH:20]=[CH:19][CH:18]=[N:17][CH:16]=1.C(O[BH-](OC(=O)C)OC(=O)C)(=O)C.[Na+], predict the reaction product. The product is: [N:17]1[CH:18]=[CH:19][CH:20]=[C:15]([CH2:14][N:4]2[CH2:5][CH2:6][N:1]([C:7]([O:9][C:10]([CH3:13])([CH3:12])[CH3:11])=[O:8])[CH2:2][CH2:3]2)[CH:16]=1. (2) Given the reactants C(OC([NH:11][CH:12]([CH2:23][CH2:24][P:25]([O:37][CH3:38])([O:27][C:28]1[CH:33]=[CH:32][CH:31]=[C:30]([N+:34]([O-:36])=[O:35])[CH:29]=1)=[O:26])[C:13]([O:15]CC1C=CC=CC=1)=[O:14])=O)C1C=CC=CC=1.C1(OC)C=CC=CC=1.[Cl-].[Cl-].[Cl-].[Al+3].O, predict the reaction product. The product is: [NH2:11][CH:12]([CH2:23][CH2:24][P:25]([O:37][CH3:38])([O:27][C:28]1[CH:33]=[CH:32][CH:31]=[C:30]([N+:34]([O-:36])=[O:35])[CH:29]=1)=[O:26])[C:13]([OH:15])=[O:14]. (3) Given the reactants C(N(CC)CC)C.[CH2:8]([OH:11])[CH2:9][OH:10].[C:12](Cl)(=[O:17])[C:13]([CH3:16])([CH3:15])[CH3:14], predict the reaction product. The product is: [C:12]([O:10][CH2:9][CH2:8][OH:11])(=[O:17])[C:13]([CH3:16])([CH3:15])[CH3:14]. (4) Given the reactants F[C:2]1[CH:7]=[CH:6][C:5]([N+:8]([O-:10])=[O:9])=[CH:4][CH:3]=1.[NH2:11][CH2:12][CH2:13][OH:14], predict the reaction product. The product is: [N+:8]([C:5]1[CH:6]=[CH:7][C:2]([NH:11][CH2:12][CH2:13][OH:14])=[CH:3][CH:4]=1)([O-:10])=[O:9]. (5) Given the reactants [C:1]([N:4]1[CH2:9][CH2:8][CH:7]([C:10]2[CH:42]=[CH:41][C:13]([CH2:14][O:15][C:16]3[CH:21]=[CH:20][C:19]([CH3:22])=[CH:18][C:17]=3[C:23]3[N:28]=[C:27]([N:29]4[C:33]([C:34]([F:37])([F:36])[F:35])=[C:32]([C:38]([OH:40])=[O:39])[CH:31]=[N:30]4)[CH:26]=[CH:25][CH:24]=3)=[CH:12][CH:11]=2)[CH2:6][CH2:5]1)(=[O:3])[CH3:2].[OH-:43].[Li+].Cl.[O:46]1CCOCC1, predict the reaction product. The product is: [C:33]([OH:46])([C:34]([F:37])([F:36])[F:35])=[O:43].[C:1]([N:4]1[CH2:9][CH2:8][CH:7]([C:10]2[CH:42]=[CH:41][C:13]([CH2:14][O:15][C:16]3[CH:21]=[CH:20][C:19]([CH3:22])=[CH:18][C:17]=3[C:23]3[N:28]=[C:27]([N:29]4[C:33]([C:34]([F:35])([F:37])[F:36])=[C:32]([C:38]([OH:40])=[O:39])[CH:31]=[N:30]4)[CH:26]=[CH:25][CH:24]=3)=[CH:12][CH:11]=2)[CH2:6][CH2:5]1)(=[O:3])[CH3:2]. (6) Given the reactants [Cl:1][C:2]1[CH:9]=[CH:8][C:5]([CH:6]=[O:7])=[C:4]([F:10])[CH:3]=1.C(OCC)C.[CH:16]1([Mg]Br)[CH2:18][CH2:17]1.O, predict the reaction product. The product is: [Cl:1][C:2]1[CH:9]=[CH:8][C:5]([CH:6]([CH:16]2[CH2:18][CH2:17]2)[OH:7])=[C:4]([F:10])[CH:3]=1. (7) Given the reactants Cl.[Cl:2][C:3]1[CH:4]=[CH:5][C:6]2[N:10]=[C:9]([CH2:11][CH:12]3[CH2:17][CH2:16][N:15]([CH2:18][C:19]4[CH:26]=[CH:25][C:22]([C:23]#[N:24])=[CH:21][CH:20]=4)[C:14](=[O:27])[CH2:13]3)[NH:8][C:7]=2[CH:28]=1.[NH3:29], predict the reaction product. The product is: [Cl:2][C:3]1[CH:4]=[CH:5][C:6]2[N:10]=[C:9]([CH2:11][CH:12]3[CH2:17][CH2:16][N:15]([CH2:18][C:19]4[CH:20]=[CH:21][C:22]([C:23]([NH2:29])=[NH:24])=[CH:25][CH:26]=4)[C:14](=[O:27])[CH2:13]3)[NH:8][C:7]=2[CH:28]=1. (8) Given the reactants [OH:1][C@H:2]1[CH2:19][N:5]2[C:6](=[O:18])[CH2:7][CH2:8][N:9]([C:11]([O:13][C:14]([CH3:17])([CH3:16])[CH3:15])=[O:12])[CH2:10][C@H:4]2[CH2:3]1.CC(C)([O-])C.[K+].Br[C:27]1[CH:32]=[N:31][C:30]([CH:33]2[CH2:35][CH2:34]2)=[CH:29][N:28]=1.CO, predict the reaction product. The product is: [CH:33]1([C:30]2[N:31]=[CH:32][C:27]([O:1][C@H:2]3[CH2:19][N:5]4[C:6](=[O:18])[CH2:7][CH2:8][N:9]([C:11]([O:13][C:14]([CH3:15])([CH3:16])[CH3:17])=[O:12])[CH2:10][C@H:4]4[CH2:3]3)=[N:28][CH:29]=2)[CH2:35][CH2:34]1.